From a dataset of Full USPTO retrosynthesis dataset with 1.9M reactions from patents (1976-2016). Predict the reactants needed to synthesize the given product. Given the product [CH2:21]([O:12][C:11]1[CH:10]=[C:9]2[C:4]([CH:5]=[CH:6][C:7]([CH3:13])=[N:8]2)=[CH:3][C:2]=1[F:1])[CH3:22], predict the reactants needed to synthesize it. The reactants are: [F:1][C:2]1[CH:3]=[C:4]2[C:9](=[CH:10][C:11]=1[OH:12])[N:8]=[C:7]([CH3:13])[CH:6]=[CH:5]2.C(=O)([O-])[O-].[K+].[K+].Br[CH2:21][CH3:22].